The task is: Predict the reaction yield, written as a fraction of the theoretical maximum amount of product (1.0 means a 100% yield; for example, 0.34 means a 34% yield).. This data is from Reaction yield outcomes from USPTO patents with 853,638 reactions. (1) The reactants are [CH:1]1([C:4]2[CH:9]=[CH:8][C:7]([S:10](Cl)(=[O:12])=[O:11])=[CH:6][CH:5]=2)[CH2:3][CH2:2]1.[F-:14].[K+]. The catalyst is CC(C)=O.O.CCOC(C)=O. The product is [CH:1]1([C:4]2[CH:9]=[CH:8][C:7]([S:10]([F:14])(=[O:12])=[O:11])=[CH:6][CH:5]=2)[CH2:3][CH2:2]1. The yield is 0.970. (2) The reactants are [O:1]=[C:2]1[C:6]2[N:7]=[N:8][C:9]3[CH:10]=[CH:11][CH:12]=[CH:13][C:14]=3[C:5]=2[NH:4][N:3]1[C:15]1[CH:23]=[CH:22][C:18]([C:19](Cl)=[O:20])=[CH:17][CH:16]=1.C(N(C(C)C)CC)(C)C.[CH:33]1([NH:39][CH2:40][CH2:41][CH2:42][NH2:43])[CH2:38][CH2:37][CH2:36][CH2:35][CH2:34]1.O. The catalyst is CC(N(C)C)=O. The product is [CH:33]1([NH:39][CH2:40][CH2:41][CH2:42][NH:43][C:19](=[O:20])[C:18]2[CH:22]=[CH:23][C:15]([N:3]3[C:2](=[O:1])[C:6]4[N:7]=[N:8][C:9]5[CH:10]=[CH:11][CH:12]=[CH:13][C:14]=5[C:5]=4[NH:4]3)=[CH:16][CH:17]=2)[CH2:38][CH2:37][CH2:36][CH2:35][CH2:34]1. The yield is 0.620. (3) The reactants are [F:1][C:2]1[CH:7]=[C:6]([F:8])[CH:5]=[CH:4][C:3]=1[C:9]1[C:14]([CH:15]([CH2:20][CH2:21][CH3:22])[C:16]([O:18]C)=[O:17])=[C:13]([CH3:23])[N:12]=[C:11]([N:24]2[CH2:29][CH2:28][CH2:27][CH2:26][CH2:25]2)[N:10]=1.[OH-].[Na+]. The catalyst is CO. The product is [F:1][C:2]1[CH:7]=[C:6]([F:8])[CH:5]=[CH:4][C:3]=1[C:9]1[C:14]([CH:15]([CH2:20][CH2:21][CH3:22])[C:16]([OH:18])=[O:17])=[C:13]([CH3:23])[N:12]=[C:11]([N:24]2[CH2:25][CH2:26][CH2:27][CH2:28][CH2:29]2)[N:10]=1. The yield is 0.690. (4) The reactants are [CH3:1][O:2][CH2:3][CH2:4][CH2:5][O:6][C:7]1[CH:8]=[C:9]([CH:27]=[CH:28][C:29]=1[O:30][CH3:31])[CH2:10][C@H:11]([CH:24]([CH3:26])[CH3:25])[CH2:12][C@H:13]([NH:16][C:17](=[O:23])[O:18][C:19]([CH3:22])([CH3:21])[CH3:20])[CH:14]=[O:15].[CH2:32]1COCC1. No catalyst specified. The product is [CH3:1][O:2][CH2:3][CH2:4][CH2:5][O:6][C:7]1[CH:8]=[C:9]([CH:27]=[CH:28][C:29]=1[O:30][CH3:31])[CH2:10][C@H:11]([CH:24]([CH3:26])[CH3:25])[CH2:12][CH:13]([NH:16][C:17](=[O:23])[O:18][C:19]([CH3:22])([CH3:21])[CH3:20])[CH:14]1[CH2:32][O:15]1. The yield is 0.460. (5) The reactants are Cl[C:2]1[CH:3]=[C:4]([NH:11][C:12]2[CH:17]=[CH:16][C:15]([O:18][CH2:19][CH3:20])=[CH:14][CH:13]=2)[C:5]2[N:6]([CH:8]=[CH:9][N:10]=2)[N:7]=1.[NH2:21][C@H:22]1[CH2:26][CH2:25][N:24](C(OC(C)(C)C)=O)[CH2:23]1. The catalyst is O. The product is [NH2:21][C@H:22]1[CH2:26][CH2:25][N:24]([C:2]2[CH:3]=[C:4]([NH:11][C:12]3[CH:17]=[CH:16][C:15]([O:18][CH2:19][CH3:20])=[CH:14][CH:13]=3)[C:5]3[N:6]([CH:8]=[CH:9][N:10]=3)[N:7]=2)[CH2:23]1. The yield is 0.0200.